From a dataset of Full USPTO retrosynthesis dataset with 1.9M reactions from patents (1976-2016). Predict the reactants needed to synthesize the given product. (1) The reactants are: [Cl:1][C:2]1[CH:7]=[C:6]([NH:8][C:9]2[CH:14]=[CH:13][C:12]([F:15])=[CH:11][C:10]=2[F:16])[CH:5]=[CH:4][C:3]=1[C:17]([C:19]1[CH:24]=[C:23]([C:25]2[N:26]=[N:27][N:28](CCOC3CCCCO3)[CH:29]=2)[CH:22]=[CH:21][C:20]=1[CH3:39])=[O:18].ClC1C=C(NC2C=CC(F)=CC=2F)C=CC=1C(C1C=C(C#C)C=CC=1C)=O.N([CH2:70][CH2:71][CH2:72][S:73]([NH2:76])(=[O:75])=[O:74])=[N+]=[N-]. Given the product [Cl:1][C:2]1[CH:7]=[C:6]([NH:8][C:9]2[CH:14]=[CH:13][C:12]([F:15])=[CH:11][C:10]=2[F:16])[CH:5]=[CH:4][C:3]=1[C:17]([C:19]1[CH:24]=[C:23]([C:25]2[N:26]=[N:27][N:28]([CH2:70][CH2:71][CH2:72][S:73]([NH2:76])(=[O:75])=[O:74])[CH:29]=2)[CH:22]=[CH:21][C:20]=1[CH3:39])=[O:18], predict the reactants needed to synthesize it. (2) Given the product [Cl:16][C:14]1[N:13]=[N:12][C:11]([CH3:17])=[C:10]([O:8][C:7]2[C:2]([NH2:1])=[N:3][CH:4]=[CH:5][CH:6]=2)[CH:15]=1, predict the reactants needed to synthesize it. The reactants are: [NH2:1][C:2]1[C:7]([OH:8])=[CH:6][CH:5]=[CH:4][N:3]=1.Cl[C:10]1[CH:15]=[C:14]([Cl:16])[N:13]=[N:12][C:11]=1[CH3:17].C([O-])([O-])=O.[Cs+].[Cs+]. (3) Given the product [F:1][C:2]1[CH:3]=[C:4]([CH:5]=[CH:6][C:7]=1[O:8][C:9]([F:10])([F:11])[F:12])[CH2:13][N:19]1[C:15](=[O:25])[C:16]2[C:17](=[CH:21][CH:22]=[CH:23][CH:24]=2)[C:18]1=[O:20], predict the reactants needed to synthesize it. The reactants are: [F:1][C:2]1[CH:3]=[C:4]([CH2:13]O)[CH:5]=[CH:6][C:7]=1[O:8][C:9]([F:12])([F:11])[F:10].[C:15]1(=[O:25])[NH:19][C:18](=[O:20])[C:17]2=[CH:21][CH:22]=[CH:23][CH:24]=[C:16]12.C1(P(C2C=CC=CC=2)C2C=CC=CC=2)C=CC=CC=1.N(C(OC(C)C)=O)=NC(OC(C)C)=O. (4) Given the product [CH2:1]([O:8][C:9]1[C:18]([O:19][CH3:20])=[CH:17][CH:16]=[C:15]2[C:10]=1[CH2:11][CH2:12][N:13]1[CH2:24][CH:23]([C:25]3[CH:26]=[C:27]([CH3:31])[CH:28]=[CH:29][CH:30]=3)[CH:22]([NH2:32])[CH2:21][CH:14]12)[C:2]1[CH:7]=[CH:6][CH:5]=[CH:4][CH:3]=1, predict the reactants needed to synthesize it. The reactants are: [CH2:1]([O:8][C:9]1[C:18]([O:19][CH3:20])=[CH:17][CH:16]=[C:15]2[C:10]=1[CH2:11][CH2:12][N:13]1[CH2:24][CH:23]([C:25]3[CH:26]=[C:27]([CH3:31])[CH:28]=[CH:29][CH:30]=3)[C:22](=[N:32]O)[CH2:21][CH:14]12)[C:2]1[CH:7]=[CH:6][CH:5]=[CH:4][CH:3]=1.C1COCC1.[NH4+].[OH-]. (5) Given the product [Cl:50][C:42]1[C:43]([F:49])=[CH:44][CH:45]=[C:46]([O:47][CH3:48])[C:41]=1[C@@H:39]([C:38]1[C:32]2[C:33](=[N:34][CH:35]=[C:30]([C:18]3[CH:17]=[N:16][N:15]([C@H:12]4[CH2:11][CH2:10][C@H:9]([OH:8])[CH2:14][CH2:13]4)[CH:19]=3)[CH:31]=2)[NH:36][N:37]=1)[CH3:40], predict the reactants needed to synthesize it. The reactants are: [Si]([O:8][C@H:9]1[CH2:14][CH2:13][C@H:12]([N:15]2[CH:19]=[C:18](B3OC(C)(C)C(C)(C)O3)[CH:17]=[N:16]2)[CH2:11][CH2:10]1)(C(C)(C)C)(C)C.Br[C:30]1[CH:31]=[C:32]2[C:38]([C@H:39]([C:41]3[C:46]([O:47][CH3:48])=[CH:45][CH:44]=[C:43]([F:49])[C:42]=3[Cl:50])[CH3:40])=[N:37][NH:36][C:33]2=[N:34][CH:35]=1.C(=O)([O-])[O-].[K+].[K+].ClCCl.Cl. (6) Given the product [F:9][C:10]1[CH:26]=[CH:25][C:13]([C:14]([NH:16][S:17]([N:20]([CH:22]([CH3:23])[CH3:24])[CH3:21])(=[O:19])=[O:18])=[O:15])=[CH:12][C:11]=1[NH:27][C:2]([O:4][CH2:5][CH2:6][CH2:7][CH3:8])=[O:3], predict the reactants needed to synthesize it. The reactants are: Cl[C:2]([O:4][CH2:5][CH2:6][CH2:7][CH3:8])=[O:3].[F:9][C:10]1[CH:26]=[CH:25][C:13]([C:14]([NH:16][S:17]([N:20]([CH:22]([CH3:24])[CH3:23])[CH3:21])(=[O:19])=[O:18])=[O:15])=[CH:12][C:11]=1[NH2:27]. (7) Given the product [NH2:1][C:2]1[CH:3]=[C:4]([CH:5]=[C:6]([C:8]([F:9])([F:10])[F:11])[CH:7]=1)[O:12][C:20]1[CH:25]=[CH:24][C:23]([N+:26]([O-:28])=[O:27])=[CH:22][C:21]=1[C:29]#[C:30][CH2:31][NH:32][C:33](=[O:39])[O:34][C:35]([CH3:37])([CH3:36])[CH3:38], predict the reactants needed to synthesize it. The reactants are: [NH2:1][C:2]1[CH:3]=[C:4]([OH:12])[CH:5]=[C:6]([C:8]([F:11])([F:10])[F:9])[CH:7]=1.C([O-])([O-])=O.[K+].[K+].F[C:20]1[CH:25]=[CH:24][C:23]([N+:26]([O-:28])=[O:27])=[CH:22][C:21]=1[C:29]#[C:30][CH2:31][NH:32][C:33](=[O:39])[O:34][C:35]([CH3:38])([CH3:37])[CH3:36]. (8) Given the product [CH3:18][C:14]1[CH:13]=[C:12]([C:9]2[CH:10]=[CH:11][C:6]([C:4]([OH:5])=[O:3])=[CH:7][CH:8]=2)[CH:17]=[CH:16][CH:15]=1, predict the reactants needed to synthesize it. The reactants are: C([O:3][C:4]([C:6]1[CH:11]=[CH:10][C:9]([C:12]2[CH:17]=[CH:16][CH:15]=[C:14]([CH3:18])[CH:13]=2)=[CH:8][CH:7]=1)=[O:5])C.[OH-].[Na+]. (9) The reactants are: [ClH:1].[CH3:2][O:3][C:4]1[CH:5]=[C:6]2[C:11](=[CH:12][C:13]=1[O:14][CH3:15])[N:10]=[CH:9][CH:8]=[C:7]2[O:16][C:17]1[CH:18]=[C:19]2[C:24](=[CH:25][CH:26]=1)[C:23]([C:27](O)=[O:28])=[CH:22][CH:21]=[CH:20]2.CN(C(ON1N=NC2C=CC=NC1=2)=[N+](C)C)C.F[P-](F)(F)(F)(F)F.CCN(CC)CC.O[C:62]1[CH:68]=[CH:67][C:65]([NH2:66])=[CH:64][CH:63]=1. Given the product [Cl:1][C:62]1[CH:68]=[CH:67][C:65]([NH:66][C:27]([C:23]2[C:24]3[C:19](=[CH:18][C:17]([O:16][C:7]4[C:6]5[C:11](=[CH:12][C:13]([O:14][CH3:15])=[C:4]([O:3][CH3:2])[CH:5]=5)[N:10]=[CH:9][CH:8]=4)=[CH:26][CH:25]=3)[CH:20]=[CH:21][CH:22]=2)=[O:28])=[CH:64][CH:63]=1, predict the reactants needed to synthesize it.